This data is from Catalyst prediction with 721,799 reactions and 888 catalyst types from USPTO. The task is: Predict which catalyst facilitates the given reaction. (1) Reactant: [CH2:1]([O:8][C:9]1[C:14]2[NH:15][C:16](=[O:19])[CH2:17][O:18][C:13]=2[C:12]([C:20](=[O:24])[CH:21](O)O)=[CH:11][CH:10]=1)[C:2]1[CH:7]=[CH:6][CH:5]=[CH:4][CH:3]=1.Cl.[NH2:26][C:27]([CH3:48])([CH3:47])[CH2:28][CH2:29][N:30]1[C:35]2[CH:36]=[CH:37][CH:38]=[CH:39][C:34]=2[C:33]([CH2:43][CH2:44][CH3:45])([CH2:40][CH2:41][CH3:42])[O:32][C:31]1=[O:46]. Product: [CH2:1]([O:8][C:9]1[C:14]2[NH:15][C:16](=[O:19])[CH2:17][O:18][C:13]=2[C:12]([CH:20]([OH:24])[CH2:21][NH:26][C:27]([CH3:47])([CH3:48])[CH2:28][CH2:29][N:30]2[C:35]3[CH:36]=[CH:37][CH:38]=[CH:39][C:34]=3[C:33]([CH2:43][CH2:44][CH3:45])([CH2:40][CH2:41][CH3:42])[O:32][C:31]2=[O:46])=[CH:11][CH:10]=1)[C:2]1[CH:3]=[CH:4][CH:5]=[CH:6][CH:7]=1. The catalyst class is: 25. (2) Reactant: Cl.[CH2:2]([C:4]1[CH:5]=[N:6][C:7]([C:10]2[CH:15]=[CH:14][C:13]([CH2:16][CH2:17][CH2:18][O:19][C:20]3[CH:21]=[C:22]4[C:27](=[CH:28][CH:29]=3)[CH2:26][NH:25][CH2:24][CH2:23]4)=[CH:12][CH:11]=2)=[N:8][CH:9]=1)[CH3:3].CCN(CC)CC.Cl[CH2:38][CH2:39][S:40](Cl)(=[O:42])=[O:41].O. Product: [CH2:2]([C:4]1[CH:9]=[N:8][C:7]([C:10]2[CH:11]=[CH:12][C:13]([CH2:16][CH2:17][CH2:18][O:19][C:20]3[CH:21]=[C:22]4[C:27](=[CH:28][CH:29]=3)[CH2:26][N:25]([S:40]([CH:39]=[CH2:38])(=[O:42])=[O:41])[CH2:24][CH2:23]4)=[CH:14][CH:15]=2)=[N:6][CH:5]=1)[CH3:3]. The catalyst class is: 526. (3) Reactant: C(=O)([O-])[O-].[Cs+].[Cs+].[CH2:7]1[C:11]2([CH2:16][CH2:15][NH:14][CH2:13][CH2:12]2)[CH2:10][CH2:9][N:8]1[C:17]([O:19][C:20]([CH3:23])([CH3:22])[CH3:21])=[O:18].Cl[C:25]1[CH:32]=[CH:31][C:28]([C:29]#[N:30])=[CH:27][CH:26]=1.C1C=CC(P(C2C(C3C(P(C4C=CC=CC=4)C4C=CC=CC=4)=CC=C4C=3C=CC=C4)=C3C(C=CC=C3)=CC=2)C2C=CC=CC=2)=CC=1. Product: [C:29]([C:28]1[CH:31]=[CH:32][C:25]([N:14]2[CH2:13][CH2:12][C:11]3([CH2:7][N:8]([C:17]([O:19][C:20]([CH3:23])([CH3:22])[CH3:21])=[O:18])[CH2:9][CH2:10]3)[CH2:16][CH2:15]2)=[CH:26][CH:27]=1)#[N:30]. The catalyst class is: 222. (4) The catalyst class is: 19. Reactant: [F:1][C:2]1[CH:14]=[C:13]([N+:15]([O-])=O)[CH:12]=[CH:11][C:3]=1[NH:4][CH2:5][CH2:6][CH2:7][CH2:8][CH2:9][CH3:10]. Product: [F:1][C:2]1[CH:14]=[C:13]([NH2:15])[CH:12]=[CH:11][C:3]=1[NH:4][CH2:5][CH2:6][CH2:7][CH2:8][CH2:9][CH3:10]. (5) Reactant: CS(C)=O.[F:5][C:6]1[CH:7]=[C:8]([CH:17]=[CH:18][C:19]=1/[CH:20]=[CH:21]/[N+:22]([O-:24])=[O:23])[O:9][CH2:10][C:11]1[CH:16]=[CH:15][CH:14]=[CH:13][N:12]=1.C(O)(=O)C.[BH4-].[Na+]. Product: [F:5][C:6]1[CH:7]=[C:8]([CH:17]=[CH:18][C:19]=1[CH2:20][CH2:21][N+:22]([O-:24])=[O:23])[O:9][CH2:10][C:11]1[CH:16]=[CH:15][CH:14]=[CH:13][N:12]=1. The catalyst class is: 6. (6) Reactant: Cl.[CH3:2][NH:3][O:4][CH3:5].C[Al](C)C.[C:10]([O:14][C:15]([C@:17]12[C@@H:22]([C:23]3[CH:28]=[CH:27][CH:26]=[CH:25][CH:24]=3)[C@H:21]1[CH2:20][O:19][C:18]2=[O:29])=[O:16])([CH3:13])([CH3:12])[CH3:11].Cl. Product: [C:10]([O:14][C:15]([C@:17]1([C:18](=[O:29])[N:3]([O:4][CH3:5])[CH3:2])[C@@H:22]([C:23]2[CH:28]=[CH:27][CH:26]=[CH:25][CH:24]=2)[C@H:21]1[CH2:20][OH:19])=[O:16])([CH3:12])([CH3:11])[CH3:13]. The catalyst class is: 4. (7) The catalyst class is: 662. Reactant: Cl.[CH2:2]([C:6]1[O:7][C:8]2[CH:35]=[CH:34][C:33]([N+:36]([O-:38])=[O:37])=[CH:32][C:9]=2[C:10]=1[C:11](=[O:31])[C:12]1[CH:17]=[CH:16][C:15]([O:18][CH2:19][CH2:20][CH2:21][N:22]([CH2:27][CH2:28][CH2:29][CH3:30])[CH2:23][CH2:24][CH2:25][CH3:26])=[CH:14][CH:13]=1)[CH2:3][CH2:4][CH3:5].O. Product: [CH2:2]([C:6]1[O:7][C:8]2[CH:35]=[CH:34][C:33]([N+:36]([O-:38])=[O:37])=[CH:32][C:9]=2[C:10]=1[C:11](=[O:31])[C:12]1[CH:13]=[CH:14][C:15]([O:18][CH2:19][CH2:20][CH2:21][N:22]([CH2:27][CH2:28][CH2:29][CH3:30])[CH2:23][CH2:24][CH2:25][CH3:26])=[CH:16][CH:17]=1)[CH2:3][CH2:4][CH3:5].